From a dataset of Aqueous solubility values for 9,982 compounds from the AqSolDB database. Regression/Classification. Given a drug SMILES string, predict its absorption, distribution, metabolism, or excretion properties. Task type varies by dataset: regression for continuous measurements (e.g., permeability, clearance, half-life) or binary classification for categorical outcomes (e.g., BBB penetration, CYP inhibition). For this dataset (solubility_aqsoldb), we predict Y. (1) The molecule is Cc1cc(-c2ccc(N=C=O)c(C)c2)ccc1N=C=O. The Y is -2.31 log mol/L. (2) The molecule is O=C([O-])c1ccccc1-c1c2ccc(=O)cc-2oc2cc([O-])ccc12.[Na+].[Na+]. The Y is -1.58 log mol/L. (3) The compound is CO/N=C(/C)c1cccc(Oc2nc(OC)cc(OC)n2)c1C(=O)OC. The Y is -3.31 log mol/L.